From a dataset of Forward reaction prediction with 1.9M reactions from USPTO patents (1976-2016). Predict the product of the given reaction. (1) Given the reactants [FH:1].F.F.C(N(CC)CC)C.O[C@@H:12]1[CH2:17][CH2:16][C@@H:15]([C:18]([O:20][CH2:21][C:22]2[CH:27]=[CH:26][CH:25]=[CH:24][CH:23]=2)=[O:19])[C@H:14]([C:28]([O:30][CH3:31])=[O:29])[CH2:13]1, predict the reaction product. The product is: [F:1][C@H:12]1[CH2:17][CH2:16][C@@H:15]([C:18]([O:20][CH2:21][C:22]2[CH:27]=[CH:26][CH:25]=[CH:24][CH:23]=2)=[O:19])[C@H:14]([C:28]([O:30][CH3:31])=[O:29])[CH2:13]1. (2) Given the reactants Cl[C:2](Cl)([O:4]C(=O)OC(Cl)(Cl)Cl)Cl.C(N(CC)CC)C.[CH:20]1([CH2:23][NH2:24])[CH2:22][CH2:21]1.[C:25]([CH2:27][C:28]1([N:32]2[CH:36]=[C:35]([C:37]3[CH:42]=[N:41][N:40]4[C:43]([C:46]5[CH:47]=[C:48]([NH:52][C:53]([NH:55][CH2:56][C:57]([F:60])([F:59])[F:58])=[O:54])[CH:49]=[CH:50][CH:51]=5)=[CH:44][N:45]=[C:39]4[CH:38]=3)[CH:34]=[N:33]2)[CH2:31][NH:30][CH2:29]1)#[N:26], predict the reaction product. The product is: [C:25]([CH2:27][C:28]1([N:32]2[CH:36]=[C:35]([C:37]3[CH:42]=[N:41][N:40]4[C:43]([C:46]5[CH:51]=[CH:50][CH:49]=[C:48]([NH:52][C:53]([NH:55][CH2:56][C:57]([F:59])([F:60])[F:58])=[O:54])[CH:47]=5)=[CH:44][N:45]=[C:39]4[CH:38]=3)[CH:34]=[N:33]2)[CH2:29][N:30]([C:2]([NH:24][CH2:23][CH:20]2[CH2:22][CH2:21]2)=[O:4])[CH2:31]1)#[N:26]. (3) Given the reactants [CH3:1][O:2][C:3]([C:5]1[S:9][CH:8]=[N:7][C:6]=1[SH:10])=[O:4].C(N(CC)CC)C.Br[CH2:19][CH2:20][C:21]([C:24]1[CH:29]=[CH:28][C:27]([F:30])=[CH:26][CH:25]=1)([F:23])[F:22], predict the reaction product. The product is: [CH3:1][O:2][C:3]([C:5]1[S:9][CH:8]=[N:7][C:6]=1[S:10][CH2:19][CH2:20][C:21]([F:23])([F:22])[C:24]1[CH:29]=[CH:28][C:27]([F:30])=[CH:26][CH:25]=1)=[O:4]. (4) Given the reactants [CH3:1][O:2][C:3](=[O:26])[CH2:4][C@H:5]1[C:9]2[CH:10]=[CH:11][C:12]([O:14][C@H:15]3[C:23]4[C:18](=[C:19]([OH:25])[CH:20]=[CH:21][C:22]=4[F:24])[CH2:17][CH2:16]3)=[CH:13][C:8]=2[O:7][CH2:6]1.[Br:27][C:28]1[CH:35]=[CH:34][C:31]([C:32]#[N:33])=[C:30](F)[CH:29]=1, predict the reaction product. The product is: [CH3:1][O:2][C:3](=[O:26])[CH2:4][C@H:5]1[C:9]2[CH:10]=[CH:11][C:12]([O:14][C@H:15]3[C:23]4[C:18](=[C:19]([O:25][C:34]5[CH:35]=[C:28]([Br:27])[CH:29]=[CH:30][C:31]=5[C:32]#[N:33])[CH:20]=[CH:21][C:22]=4[F:24])[CH2:17][CH2:16]3)=[CH:13][C:8]=2[O:7][CH2:6]1. (5) Given the reactants [CH2:1]([C:8]1[S:12][C:11](Br)=[N:10][CH:9]=1)[C:2]1[CH:7]=[CH:6][CH:5]=[CH:4][CH:3]=1.[Li]CCCC.CCCCCC.CN([CH:28]=[O:29])C, predict the reaction product. The product is: [CH2:1]([C:8]1[S:12][C:11]([CH:28]=[O:29])=[N:10][CH:9]=1)[C:2]1[CH:7]=[CH:6][CH:5]=[CH:4][CH:3]=1. (6) Given the reactants I[C:2]1[C:10]2[C:5](=[CH:6][N:7]=[CH:8][CH:9]=2)[N:4]([CH2:11][C:12]([O:14][C:15]([CH3:18])([CH3:17])[CH3:16])=[O:13])[N:3]=1.C[N:20]([CH:22]=[O:23])C, predict the reaction product. The product is: [C:22]([C:2]1[C:10]2[C:5](=[CH:6][N:7]=[CH:8][CH:9]=2)[N:4]([CH2:11][C:12]([O:14][C:15]([CH3:18])([CH3:17])[CH3:16])=[O:13])[N:3]=1)(=[O:23])[NH2:20]. (7) Given the reactants [Br:1][C:2]1[CH:7]=[CH:6][C:5](I)=[C:4]([O:9][CH3:10])[CH:3]=1.[CH2:11]([O:13][C:14]([C:16]1([C:19]2[CH:24]=[CH:23][C:22](B3OC(C)(C)C(C)(C)O3)=[CH:21][CH:20]=2)[CH2:18][CH2:17]1)=[O:15])[CH3:12].C(=O)([O-])[O-].[Na+].[Na+].O, predict the reaction product. The product is: [CH2:11]([O:13][C:14]([C:16]1([C:19]2[CH:24]=[CH:23][C:22]([C:5]3[CH:6]=[CH:7][C:2]([Br:1])=[CH:3][C:4]=3[O:9][CH3:10])=[CH:21][CH:20]=2)[CH2:17][CH2:18]1)=[O:15])[CH3:12].